Dataset: Forward reaction prediction with 1.9M reactions from USPTO patents (1976-2016). Task: Predict the product of the given reaction. (1) Given the reactants CO[C:3](=[O:12])[C:4]1[CH:9]=[C:8](Br)[C:7](Cl)=[N:6][CH:5]=1.[F:13][C:14]([F:18])([F:17])[CH2:15][OH:16].[F:19][C:20]([F:31])([F:30])[C:21]1[CH:26]=[CH:25][C:24](B(O)O)=[CH:23][CH:22]=1.[NH2:32][C@@H:33]1[CH2:38][CH2:37][CH2:36][CH2:35][C@H:34]1[OH:39], predict the reaction product. The product is: [OH:39][C@@H:34]1[CH2:35][CH2:36][CH2:37][CH2:38][C@H:33]1[NH:32][C:3](=[O:12])[C:4]1[CH:9]=[C:8]([C:24]2[CH:25]=[CH:26][C:21]([C:20]([F:31])([F:30])[F:19])=[CH:22][CH:23]=2)[C:7]([O:16][CH2:15][C:14]([F:18])([F:17])[F:13])=[N:6][CH:5]=1. (2) Given the reactants [CH2:1]([OH:4])[C:2]#[CH:3].[O:5]1[CH2:7][C@@H:6]1[CH2:8][O:9][C:10]1[CH:15]=[CH:14][C:13]([C:16]([C:19]2[CH:24]=[CH:23][C:22]([OH:25])=[CH:21][CH:20]=2)([CH3:18])[CH3:17])=[CH:12][CH:11]=1.FC(F)(F)S([O-])(=O)=O.[Er+3].FC(F)(F)S([O-])(=O)=O.FC(F)(F)S([O-])(=O)=O, predict the reaction product. The product is: [OH:5][C@H:6]([CH2:7][O:4][CH2:1][C:2]#[CH:3])[CH2:8][O:9][C:10]1[CH:11]=[CH:12][C:13]([C:16]([C:19]2[CH:20]=[CH:21][C:22]([OH:25])=[CH:23][CH:24]=2)([CH3:18])[CH3:17])=[CH:14][CH:15]=1. (3) Given the reactants Cl.[NH2:2][OH:3].[CH3:4][C:5]1[CH:6]=[C:7]([CH:10]=[C:11]([CH3:13])[N:12]=1)[C:8]#[N:9], predict the reaction product. The product is: [OH:3][NH:2][C:8](=[NH:9])[C:7]1[CH:10]=[C:11]([CH3:13])[N:12]=[C:5]([CH3:4])[CH:6]=1. (4) Given the reactants [O:1]=[C:2]1[CH:6]=[C:5]([C@@H:7]2[CH2:12][CH2:11][N:10](C(OC)=O)[C@H:9]([CH2:17][C:18]3[CH:23]=[CH:22][CH:21]=[CH:20][C:19]=3[C:24]([F:27])([F:26])[F:25])[CH2:8]2)[O:4][NH:3]1.Br, predict the reaction product. The product is: [F:27][C:24]([F:25])([F:26])[C:19]1[CH:20]=[CH:21][CH:22]=[CH:23][C:18]=1[CH2:17][C@@H:9]1[CH2:8][C@H:7]([C:5]2[O:4][NH:3][C:2](=[O:1])[CH:6]=2)[CH2:12][CH2:11][NH:10]1.